From a dataset of Catalyst prediction with 721,799 reactions and 888 catalyst types from USPTO. Predict which catalyst facilitates the given reaction. Reactant: [CH:1]1([C@H:7]([NH:12][C:13]([C:15]2[CH:19]=[C:18]([C:20]3[CH:21]=[N:22][CH:23]=[CH:24][CH:25]=3)[S:17][C:16]=2[NH:26][C:27]([NH:29][C:30]2[C:35]([Cl:36])=[CH:34][CH:33]=[CH:32][C:31]=2[Cl:37])=[O:28])=[O:14])[C:8]([O:10]C)=[O:9])[CH2:6][CH2:5][CH2:4][CH2:3][CH2:2]1.[OH-].[Li+]. Product: [CH:1]1([C@H:7]([NH:12][C:13]([C:15]2[CH:19]=[C:18]([C:20]3[CH:21]=[N:22][CH:23]=[CH:24][CH:25]=3)[S:17][C:16]=2[NH:26][C:27]([NH:29][C:30]2[C:31]([Cl:37])=[CH:32][CH:33]=[CH:34][C:35]=2[Cl:36])=[O:28])=[O:14])[C:8]([OH:10])=[O:9])[CH2:6][CH2:5][CH2:4][CH2:3][CH2:2]1. The catalyst class is: 1.